From a dataset of Forward reaction prediction with 1.9M reactions from USPTO patents (1976-2016). Predict the product of the given reaction. (1) Given the reactants O[CH2:2][CH2:3][C:4]1[C:5]([NH:7][C:8](=[O:10])[CH:9]=1)=[O:6].CCN(CC)CC.[C:18](Cl)(=[O:21])[CH:19]=[CH2:20], predict the reaction product. The product is: [C:18]([CH2:2][CH2:3][C:4]1[C:5]([NH:7][C:8](=[O:10])[CH:9]=1)=[O:6])(=[O:21])[CH:19]=[CH2:20]. (2) The product is: [CH2:51]([O:50][C:49]1[C:48](=[O:58])[N:47]=[C:46]([CH2:59][C:60]2([C:65]3[CH:70]=[CH:69][CH:68]=[CH:67][CH:66]=3)[CH2:64][CH2:63][CH2:62][CH2:61]2)[N:45]2[CH2:72][CH2:71][N:41]([CH:36]3[CH2:40][CH2:39][CH2:38][CH2:37]3)[C:42](=[O:43])[C:44]=12)[C:52]1[CH:53]=[CH:54][CH:55]=[CH:56][CH:57]=1. Given the reactants C(OC1C(=O)N=C(CC2(C3C=CC=CC=3)CCCC2)N2CCN(C3CC3)C(=O)C=12)C1C=CC=CC=1.[CH:36]1([N:41]([CH2:71][CH2:72]O)[C:42]([C:44]2[C:49]([O:50][CH2:51][C:52]3[CH:57]=[CH:56][CH:55]=[CH:54][CH:53]=3)=[C:48]([OH:58])[N:47]=[C:46]([CH2:59][C:60]3([C:65]4[CH:70]=[CH:69][CH:68]=[CH:67][CH:66]=4)[CH2:64][CH2:63][CH2:62][CH2:61]3)[N:45]=2)=[O:43])[CH2:40][CH2:39][CH2:38][CH2:37]1, predict the reaction product. (3) The product is: [Cl:26][C:23]1[CH:24]=[CH:25][C:20]([C:18]([NH:17][CH:13]([CH2:12][C:7]2[C:5]3[C:4](=[CH:3][CH:2]=[CH:1][CH:6]=3)[NH:11][C:9](=[O:10])[CH:8]=2)[C:14]([O:16][CH2:29][CH2:28][N:30]([CH2:34][CH3:35])[CH2:31][CH3:32])=[O:15])=[O:19])=[CH:21][CH:22]=1. Given the reactants [CH:1]1[CH:2]=[CH:3][C:4]2[NH:11][C:9](=[O:10])[CH:8]=[C:7]([CH2:12][CH:13]([NH:17][C:18]([C:20]3[CH:21]=[CH:22][C:23]([Cl:26])=[CH:24][CH:25]=3)=[O:19])[C:14]([OH:16])=[O:15])[C:5]=2[CH:6]=1.Cl.[CH2:28]([N:30]([CH2:34][CH3:35])[CH2:31][CH2:32]Cl)[CH3:29], predict the reaction product. (4) Given the reactants [O:1]=[C:2]1[C:10](=[O:11])[C:9]2[C:4](=[CH:5][CH:6]=[C:7]([O:12][C:13]([F:16])([F:15])[F:14])[CH:8]=2)[N:3]1[CH:17]([CH2:21][CH:22]([CH3:24])[CH3:23])[C:18](O)=[O:19].[S:25]1[CH:29]=[CH:28][N:27]=[C:26]1[NH2:30].C(N(CC)C(C)C)(C)C.F[P-](F)(F)(F)(F)F.N1(O[P+](N(C)C)(N(C)C)N(C)C)C2C=CC=CC=2N=N1, predict the reaction product. The product is: [S:25]1[CH:29]=[CH:28][N:27]=[C:26]1[NH:30][C:18](=[O:19])[CH:17]([N:3]1[C:4]2[C:9](=[CH:8][C:7]([O:12][C:13]([F:16])([F:15])[F:14])=[CH:6][CH:5]=2)[C:10](=[O:11])[C:2]1=[O:1])[CH2:21][CH:22]([CH3:23])[CH3:24]. (5) Given the reactants [CH3:1][C:2]1([CH3:16])[CH:6]([CH3:7])[CH2:5][CH2:4][CH:3]1[CH2:8][CH2:9][CH2:10][C:11]([O:13]CC)=[O:12].C1COCC1, predict the reaction product. The product is: [CH3:16][C:2]1([CH3:1])[CH:6]([CH3:7])[CH2:5][CH2:4][CH:3]1[CH2:8][CH2:9][CH2:10][C:11]([OH:13])=[O:12]. (6) Given the reactants [CH3:1][C:2]1[O:3][C:4]([C:7]2[CH:12]=[CH:11][CH:10]=[CH:9][C:8]=2[N+:13]([O-])=O)=[N:5][N:6]=1.C(O)(C)C.[Cl-].[NH4+], predict the reaction product. The product is: [CH3:1][C:2]1[O:3][C:4]([C:7]2[CH:12]=[CH:11][CH:10]=[CH:9][C:8]=2[NH2:13])=[N:5][N:6]=1. (7) The product is: [ClH:34].[ClH:34].[ClH:34].[NH2:12][CH2:13][C:6]([CH2:27][NH2:10])([CH2:5][O:4][CH2:1][CH:2]=[CH2:3])[CH2:7][NH2:8]. Given the reactants [CH2:1]([O:4][CH2:5][C:6]12[CH2:27][N:10]3C(C4C=CC=CC=4)[N:12](C(C4C=CC=CC=4)[N:8](C3C3C=CC=CC=3)[CH2:7]1)[CH2:13]2)[CH:2]=[CH2:3].[ClH:34], predict the reaction product. (8) Given the reactants [N:1]1[CH:6]=[CH:5][C:4]([C:7]2[NH:34][C:10]3[N:11]=[CH:12][N:13]=[C:14]([C:15]4[CH:16]=[C:17]([NH:21][C:22](=[O:33])[C:23]5[CH:28]=[CH:27][CH:26]=[C:25]([C:29]([F:32])([F:31])[F:30])[CH:24]=5)[CH:18]=[CH:19][CH:20]=4)[C:9]=3[CH:8]=2)=[CH:3][CH:2]=1.[H-].[Na+].Cl.Cl[CH2:39][CH2:40][N:41]1[CH2:45][CH2:44][CH2:43][CH2:42]1.C(=O)(O)[O-].[Na+], predict the reaction product. The product is: [N:1]1[CH:2]=[CH:3][C:4]([C:7]2[N:34]([CH2:39][CH2:40][N:41]3[CH2:45][CH2:44][CH2:43][CH2:42]3)[C:10]3[N:11]=[CH:12][N:13]=[C:14]([C:15]4[CH:16]=[C:17]([NH:21][C:22](=[O:33])[C:23]5[CH:28]=[CH:27][CH:26]=[C:25]([C:29]([F:31])([F:30])[F:32])[CH:24]=5)[CH:18]=[CH:19][CH:20]=4)[C:9]=3[CH:8]=2)=[CH:5][CH:6]=1.